From a dataset of Full USPTO retrosynthesis dataset with 1.9M reactions from patents (1976-2016). Predict the reactants needed to synthesize the given product. (1) Given the product [CH3:16][NH:19][C:2]1[N:3]=[N:4][CH:5]=[C:6]([C:8]2[CH:13]=[CH:12][CH:11]=[CH:10][CH:9]=2)[CH:7]=1, predict the reactants needed to synthesize it. The reactants are: Cl[C:2]1[N:3]=[N:4][CH:5]=[C:6]([C:8]2[CH:13]=[CH:12][CH:11]=[CH:10][CH:9]=2)[CH:7]=1.CN.[CH:16]([N:19](CC)C(C)C)(C)C. (2) Given the product [CH3:4][CH:5]([CH3:6])[CH2:8][S:9][C:2]1[CH:7]=[CH:6][C:5]([C:8]2[S:9][C:10]([C:14]([O:16][CH2:17][CH3:18])=[O:15])=[C:11]([CH3:13])[N:12]=2)=[CH:4][C:3]=1[N+:19]([O-:21])=[O:20], predict the reactants needed to synthesize it. The reactants are: F[C:2]1[CH:7]=[CH:6][C:5]([C:8]2[S:9][C:10]([C:14]([O:16][CH2:17][CH3:18])=[O:15])=[C:11]([CH3:13])[N:12]=2)=[CH:4][C:3]=1[N+:19]([O-:21])=[O:20].C(=O)([O-])[O-].[Cs+].[Cs+].O. (3) Given the product [CH2:1]([O:8][C:9]1[C:10]2[N:11]([C:15]([C:19]([NH:22][C@H:23]([CH2:26][CH2:27][CH2:28][CH3:29])[CH2:24][OH:25])=[O:21])=[C:16]([CH3:18])[N:17]=2)[CH:12]=[CH:13][CH:14]=1)[C:2]1[CH:3]=[CH:4][CH:5]=[CH:6][CH:7]=1, predict the reactants needed to synthesize it. The reactants are: [CH2:1]([O:8][C:9]1[C:10]2[N:11]([C:15]([C:19]([OH:21])=O)=[C:16]([CH3:18])[N:17]=2)[CH:12]=[CH:13][CH:14]=1)[C:2]1[CH:7]=[CH:6][CH:5]=[CH:4][CH:3]=1.[NH2:22][C@H:23]([CH2:26][CH2:27][CH2:28][CH3:29])[CH2:24][OH:25].CN(C(ON1N=NC2C=CC=CC1=2)=[N+](C)C)C.[B-](F)(F)(F)F. (4) Given the product [Cl:8][C:5]1[N:4]=[C:3]([NH:9][C@@H:10]([CH2:20][CH:21]([CH3:22])[CH3:23])[CH2:11][NH2:12])[C:2]([C:29]#[C:28][CH:27]([O:30][CH2:31][CH3:32])[O:26][CH2:24][CH3:25])=[CH:7][N:6]=1, predict the reactants needed to synthesize it. The reactants are: Br[C:2]1[C:3]([NH:9][C@@H:10]([CH2:20][CH:21]([CH3:23])[CH3:22])[CH2:11][NH:12]C(=O)OC(C)(C)C)=[N:4][C:5]([Cl:8])=[N:6][CH:7]=1.[CH2:24]([O:26][CH:27]([O:30][CH2:31][CH3:32])[C:28]#[CH:29])[CH3:25].C1([As](C2C=CC=CC=2)C2C=CC=CC=2)C=CC=CC=1.